Dataset: Forward reaction prediction with 1.9M reactions from USPTO patents (1976-2016). Task: Predict the product of the given reaction. (1) Given the reactants [NH2:1][CH2:2][CH2:3][NH:4][S:5]([C:8]1[S:9][C:10]([C:13]2[CH:18]=[CH:17][N:16]=[C:15]3[N:19](S(C4C=CC=CC=4)(=O)=O)[C:20]([CH:22]([F:24])[F:23])=[CH:21][C:14]=23)=[CH:11][CH:12]=1)(=[O:7])=[O:6].CS(C)=O.[F-].C([N+](CCCC)(CCCC)CCCC)CCC, predict the reaction product. The product is: [NH2:1][CH2:2][CH2:3][NH:4][S:5]([C:8]1[S:9][C:10]([C:13]2[CH:18]=[CH:17][N:16]=[C:15]3[NH:19][C:20]([CH:22]([F:23])[F:24])=[CH:21][C:14]=23)=[CH:11][CH:12]=1)(=[O:7])=[O:6]. (2) Given the reactants [CH2:1]([N:8]1[CH2:13][CH2:12][N:11]([C:14](=[S:16])[NH2:15])[CH2:10][CH2:9]1)[C:2]1[CH:7]=[CH:6][CH:5]=[CH:4][CH:3]=1.Cl[CH2:18][C:19](O)=[O:20], predict the reaction product. The product is: [CH2:1]([N:8]1[CH2:9][CH2:10][N:11]([C:14]2[S:16][CH2:18][C:19](=[O:20])[N:15]=2)[CH2:12][CH2:13]1)[C:2]1[CH:3]=[CH:4][CH:5]=[CH:6][CH:7]=1. (3) Given the reactants [CH3:1][C:2]1[CH:11]=[CH:10][C:9]2[C:4](=[CH:5][CH:6]=[CH:7][C:8]=2[N:12]2[CH2:17][CH2:16][N:15]([CH2:18][CH2:19][C:20]3[CH:21]=[C:22]([CH:24]=[CH:25][CH:26]=3)[NH2:23])[CH2:14][CH2:13]2)[N:3]=1.[C:27](Cl)(=[O:30])[CH2:28][CH3:29], predict the reaction product. The product is: [CH3:1][C:2]1[CH:11]=[CH:10][C:9]2[C:4](=[CH:5][CH:6]=[CH:7][C:8]=2[N:12]2[CH2:13][CH2:14][N:15]([CH2:18][CH2:19][C:20]3[CH:21]=[C:22]([NH:23][C:27](=[O:30])[CH2:28][CH3:29])[CH:24]=[CH:25][CH:26]=3)[CH2:16][CH2:17]2)[N:3]=1. (4) Given the reactants [C:1]([N:9]=[C:10]=[O:11])(=[O:8])[C:2]1[CH:7]=[CH:6][CH:5]=[CH:4][CH:3]=1.[N+](=[CH:14][Si](C)(C)C)=[N-], predict the reaction product. The product is: [C:2]1([C:1]2[O:8][CH2:14][C:10](=[O:11])[N:9]=2)[CH:7]=[CH:6][CH:5]=[CH:4][CH:3]=1.